This data is from Reaction yield outcomes from USPTO patents with 853,638 reactions. The task is: Predict the reaction yield, written as a fraction of the theoretical maximum amount of product (1.0 means a 100% yield; for example, 0.34 means a 34% yield). (1) The reactants are [CH2:1]([C:3]1[C:11]2[C:6](=[N:7][C:8](F)=[CH:9][CH:10]=2)[N:5]([CH:13]2[CH2:18][CH2:17][O:16][CH2:15][CH2:14]2)[N:4]=1)[CH3:2].[C-:19]#[N:20].[Na+]. The catalyst is CCCC[N+](CCCC)(CCCC)CCCC.[Br-].CS(C)=O. The product is [CH2:1]([C:3]1[C:11]2[C:6](=[N:7][C:8]([C:19]#[N:20])=[CH:9][CH:10]=2)[N:5]([CH:13]2[CH2:18][CH2:17][O:16][CH2:15][CH2:14]2)[N:4]=1)[CH3:2]. The yield is 0.739. (2) The reactants are C[O:2][C:3](=[O:18])[CH:4]([N:11]1[C:16](=[O:17])[CH:15]=[CH:14][CH:13]=[N:12]1)[CH2:5][CH:6]1[CH2:10][CH2:9][CH2:8][CH2:7]1.[OH-].[Na+]. The catalyst is CO. The product is [CH:6]1([CH2:5][CH:4]([N:11]2[C:16](=[O:17])[CH:15]=[CH:14][CH:13]=[N:12]2)[C:3]([OH:18])=[O:2])[CH2:10][CH2:9][CH2:8][CH2:7]1. The yield is 0.860. (3) The reactants are [CH3:1][O:2][C:3]1[CH:11]=[CH:10][C:6]([C:7]([OH:9])=O)=[CH:5][CH:4]=1.CCN=C=NCCC[N:20]([CH3:22])C.C1C=CC2N(O)N=NC=2C=1.[CH3:33][O:34]CN.CCN(C(C)C)C(C)C. The catalyst is C(Cl)Cl.O. The product is [CH3:33][O:34][N:20]([CH3:22])[C:7](=[O:9])[C:6]1[CH:5]=[CH:4][C:3]([O:2][CH3:1])=[CH:11][CH:10]=1. The yield is 0.860. (4) The product is [F:24][C:2]([F:1])([F:25])[C:3]1[CH:8]=[CH:7][CH:6]=[CH:5][C:4]=1[C:9]1[CH:14]=[CH:13][CH:12]=[C:11]([C:15]2[NH:19][C:18]([C:20]([NH2:26])=[O:22])=[N:17][CH:16]=2)[CH:10]=1. The catalyst is CO. The yield is 0.590. The reactants are [F:1][C:2]([F:25])([F:24])[C:3]1[CH:8]=[CH:7][CH:6]=[CH:5][C:4]=1[C:9]1[CH:14]=[CH:13][CH:12]=[C:11]([C:15]2[NH:19][C:18]([C:20]([O:22]C)=O)=[N:17][CH:16]=2)[CH:10]=1.[NH3:26]. (5) The reactants are [CH2:1]([O:8][N:9]1[C:15](=[O:16])[N:14]2[CH2:17][C@H:10]1[CH2:11][CH2:12][C@H:13]2[C:18]([OH:20])=O)[C:2]1[CH:7]=[CH:6][CH:5]=[CH:4][CH:3]=1.[NH2:21][O:22][C@@H:23]1[CH2:27][CH2:26][N:25]([C:28]([O:30][C:31]([CH3:34])([CH3:33])[CH3:32])=[O:29])[CH2:24]1. No catalyst specified. The product is [CH2:1]([O:8][N:9]1[C:15](=[O:16])[N:14]2[CH2:17][C@H:10]1[CH2:11][CH2:12][C@H:13]2[C:18]([NH:21][O:22][C@@H:23]1[CH2:27][CH2:26][N:25]([C:28]([O:30][C:31]([CH3:34])([CH3:33])[CH3:32])=[O:29])[CH2:24]1)=[O:20])[C:2]1[CH:3]=[CH:4][CH:5]=[CH:6][CH:7]=1. The yield is 0.983. (6) The reactants are Br[CH2:2][CH2:3][CH2:4][N:5]1[C:9]2[C:10]([N:14]([CH2:17][CH3:18])[CH2:15][CH3:16])=[CH:11][CH:12]=[CH:13][C:8]=2[N:7]=[C:6]1[C:19]([C:21]1[CH:26]=[CH:25][C:24]([Cl:27])=[CH:23][C:22]=1[Cl:28])=O.C1(P(C2C=CC=CC=2)C2C=CC=CC=2)C=CC=CC=1.C1(C)C=CC=CC=1.CC(C)([O-])C.[K+]. The catalyst is C(#N)C.C(OCC)(=O)C.O1CCCC1. The product is [Cl:28][C:22]1[CH:23]=[C:24]([Cl:27])[CH:25]=[CH:26][C:21]=1[C:19]1[C:6]2=[N:7][C:8]3[CH:13]=[CH:12][CH:11]=[C:10]([N:14]([CH2:17][CH3:18])[CH2:15][CH3:16])[C:9]=3[N:5]2[CH2:4][CH2:3][CH:2]=1. The yield is 0.230.